Predict the reactants needed to synthesize the given product. From a dataset of Full USPTO retrosynthesis dataset with 1.9M reactions from patents (1976-2016). (1) Given the product [CH2:68]([C@H:37]([NH:36][C:7](=[O:9])[CH:6]([NH:5][C:3](=[O:4])[O:2][CH3:1])[NH:10][C:11]([O:13][CH3:14])=[O:12])[C@@H:38]([OH:67])[CH2:39][C@@H:40]([NH:54][C:55](=[O:56])[C@H:57]([C:58]([CH3:60])([CH3:61])[CH3:59])[NH:62][C:63]([O:64][CH3:65])=[O:66])[CH2:41][C:42]1[CH:47]=[CH:46][C:45]([C:48]2[CH:53]=[CH:52][CH:51]=[CH:50][N:49]=2)=[CH:44][CH:43]=1)[C:69]1[CH:70]=[CH:71][CH:72]=[CH:73][CH:74]=1, predict the reactants needed to synthesize it. The reactants are: [CH3:1][O:2][C:3]([NH:5][CH:6]([NH:10][C:11]([O:13][CH3:14])=[O:12])[C:7]([OH:9])=O)=[O:4].ON1C2C=CC=CC=2N=N1.CN(C)CCCN=C=NCC.[NH2:36][C@@H:37]([CH2:68][C:69]1[CH:74]=[CH:73][CH:72]=[CH:71][CH:70]=1)[C@@H:38]([OH:67])[CH2:39][C@@H:40]([NH:54][C:55]([C@@H:57]([NH:62][C:63](=[O:66])[O:64][CH3:65])[C:58]([CH3:61])([CH3:60])[CH3:59])=[O:56])[CH2:41][C:42]1[CH:47]=[CH:46][C:45]([C:48]2[CH:53]=[CH:52][CH:51]=[CH:50][N:49]=2)=[CH:44][CH:43]=1.C(N(CC)CC)C. (2) The reactants are: C([Li])CCC.[CH3:6][C:7]1[CH:15]=[CH:14][C:10]([C:11]([OH:13])=[O:12])=[CH:9][N:8]=1.Cl[CH2:17][C:18]1[C:19]([C:24]2[CH:29]=[CH:28][CH:27]=[CH:26][CH:25]=2)=[N:20][O:21][C:22]=1[CH3:23].Cl. Given the product [CH3:23][C:22]1[O:21][N:20]=[C:19]([C:24]2[CH:25]=[CH:26][CH:27]=[CH:28][CH:29]=2)[C:18]=1[CH2:17][CH2:6][C:7]1[CH:15]=[CH:14][C:10]([C:11]([OH:13])=[O:12])=[CH:9][N:8]=1, predict the reactants needed to synthesize it. (3) Given the product [C:1]([O:5][C:6](=[O:22])[NH:7][C:8]1[CH:13]=[CH:12][C:11]([C:14]2[CH:15]=[CH:16][C:17]([F:20])=[CH:18][CH:19]=2)=[CH:10][C:9]=1[NH:21][C:36](=[O:37])[CH2:35][C:34]([C:30]1[CH:31]=[CH:32][CH:33]=[C:28]([N:23]2[CH:27]=[CH:26][N:25]=[CH:24]2)[CH:29]=1)=[O:39])([CH3:4])([CH3:2])[CH3:3], predict the reactants needed to synthesize it. The reactants are: [C:1]([O:5][C:6](=[O:22])[NH:7][C:8]1[CH:13]=[CH:12][C:11]([C:14]2[CH:19]=[CH:18][C:17]([F:20])=[CH:16][CH:15]=2)=[CH:10][C:9]=1[NH2:21])([CH3:4])([CH3:3])[CH3:2].[N:23]1([C:28]2[CH:29]=[C:30]([C:34]3[O:39]C(C)(C)[O:37][C:36](=O)[CH:35]=3)[CH:31]=[CH:32][CH:33]=2)[CH:27]=[CH:26][N:25]=[CH:24]1. (4) Given the product [CH3:24][N:21]1[CH2:22][CH2:23][N:18]([C:15]2[CH:16]=[CH:17][C:12]([NH:11][C:8]3[N:7]=[CH:6][C:5]4=[CH:4][CH:3]=[C:2]([S:46][C:40]5[CH:45]=[CH:44][CH:43]=[CH:42][CH:41]=5)[N:10]4[N:9]=3)=[CH:13][CH:14]=2)[CH2:19][CH2:20]1, predict the reactants needed to synthesize it. The reactants are: Br[C:2]1[N:10]2[C:5]([CH:6]=[N:7][C:8]([NH:11][C:12]3[CH:17]=[CH:16][C:15]([N:18]4[CH2:23][CH2:22][N:21]([CH3:24])[CH2:20][CH2:19]4)=[CH:14][CH:13]=3)=[N:9]2)=[CH:4][CH:3]=1.CC(C)([O-])C.[Na+].C(O)CO.CN(C)C=O.[C:40]1([SH:46])[CH:45]=[CH:44][CH:43]=[CH:42][CH:41]=1. (5) Given the product [Br:1][C:2]1[CH:10]=[CH:9][C:5]([C:6](=[O:8])[CH3:12])=[C:4]([CH3:11])[CH:3]=1, predict the reactants needed to synthesize it. The reactants are: [Br:1][C:2]1[CH:10]=[CH:9][C:5]([C:6]([OH:8])=O)=[C:4]([CH3:11])[CH:3]=1.[CH3:12][Li]. (6) Given the product [CH2:1]([C:3]([CH2:13][CH2:12][C:14](=[O:15])[CH3:16])([C:8]([O:10][CH3:11])=[O:9])[C:4]([O:6][CH3:7])=[O:5])[CH3:2], predict the reactants needed to synthesize it. The reactants are: [CH2:1]([CH:3]([C:8]([O:10][CH3:11])=[O:9])[C:4]([O:6][CH3:7])=[O:5])[CH3:2].[CH:12]([C:14]([CH3:16])=[O:15])=[CH2:13].C[O-].[Na+].Cl. (7) The reactants are: C(O[C:6]1[C:19](C)=[C:18](C)[C:17]2[O:16][C:15]3[C:10](=[C:11](C)[C:12](OCC4OC4)=[C:13](C)[C:14]=3C)[CH:9](C3C=CC=CC=3)[C:8]=2[C:7]=1C)C1OC1.C(O[C:42]1[CH:47]=[CH:46][C:45]([C:48]2[CH:53]=[CH:52][C:51](OCC3OC3)=[CH:50][CH:49]=2)=[CH:44][CH:43]=1)C1OC1.OC1C=CC(C2C=CC(O)=CC=2)=CC=1.C([O-])(=O)C.C([P+](C1C=CC=CC=1)(C1C=CC=CC=1)C1C=CC=CC=1)C. Given the product [CH:11]1[C:10]2[CH2:9][C:8]3[C:17](=[CH:18][CH:19]=[CH:6][CH:7]=3)[O:16][C:15]=2[CH:14]=[CH:13][CH:12]=1.[CH:50]1[C:49]2[C:44]3[C:45](=[CH:46][CH:47]=[CH:42][CH:43]=3)[C:48]=2[CH:53]=[CH:52][CH:51]=1, predict the reactants needed to synthesize it. (8) The reactants are: [C:1](=O)([O-])[O-].[K+].[K+].Br[C:8]1[CH:9]=[C:10]([CH:13]=[CH:14][C:15]=1[CH:16]1[NH:21][C:20](=[O:22])[N:19]([C:23]2[CH:28]=[CH:27][CH:26]=[C:25]([C:29]([F:32])([F:31])[F:30])[CH:24]=2)[C:18]2[CH2:33][CH2:34][NH:35][C:36](=[O:37])[C:17]1=2)[C:11]#[N:12].[CH3:38][N:39]1[CH:43]=[C:42](B2OC(C)(C)C(C)(C)O2)[CH:41]=[N:40]1. Given the product [CH3:38][N:39]1[CH:43]=[C:42]([C:8]2[CH:9]=[C:10]([CH:13]=[CH:14][C:15]=2[CH:16]2[N:21]([CH3:1])[C:20](=[O:22])[N:19]([C:23]3[CH:28]=[CH:27][CH:26]=[C:25]([C:29]([F:30])([F:32])[F:31])[CH:24]=3)[C:18]3[CH2:33][CH2:34][NH:35][C:36](=[O:37])[C:17]2=3)[C:11]#[N:12])[CH:41]=[N:40]1, predict the reactants needed to synthesize it. (9) Given the product [NH2:10][C:11]1[CH:12]=[C:13]([CH3:14])[C:5]([O:4][CH3:3])=[CH:6][C:7]=1[C:8]([OH:16])=[O:18], predict the reactants needed to synthesize it. The reactants are: OO.[CH3:3][O:4][C:5]1[CH:6]=[C:7]2[C:11](=[CH:12][C:13]=1[CH3:14])[NH:10]C(=O)[C:8]2=[O:16].S(=O)(=O)(O)[OH:18].